From a dataset of Full USPTO retrosynthesis dataset with 1.9M reactions from patents (1976-2016). Predict the reactants needed to synthesize the given product. (1) Given the product [CH:38]1([C:36]([NH:35][C:33]2[N:34]=[C:29]3[CH:28]=[CH:27][C:26]([O:25][C:24]4[CH:23]=[C:22]([NH:21][C:7]([C:3]5[N:2]([CH3:1])[CH:6]=[CH:5][CH:4]=5)=[O:9])[CH:43]=[CH:42][CH:41]=4)=[N:31][N:30]3[CH:32]=2)=[O:37])[CH2:39][CH2:40]1, predict the reactants needed to synthesize it. The reactants are: [CH3:1][N:2]1[CH:6]=[CH:5][CH:4]=[C:3]1[C:7]([OH:9])=O.CN(C)C=O.C(Cl)(=O)C(Cl)=O.[NH2:21][C:22]1[CH:23]=[C:24]([CH:41]=[CH:42][CH:43]=1)[O:25][C:26]1[CH:27]=[CH:28][C:29]2[N:30]([CH:32]=[C:33]([NH:35][C:36]([CH:38]3[CH2:40][CH2:39]3)=[O:37])[N:34]=2)[N:31]=1. (2) Given the product [NH2:1][C:2]1[N:3]=[C:4]([S:19][CH3:22])[C:5]2[N:11]=[C:10]([C:12]3[CH:17]=[CH:16][C:15]([F:18])=[CH:14][CH:13]=3)[CH:9]=[CH:8][C:6]=2[N:7]=1, predict the reactants needed to synthesize it. The reactants are: [NH2:1][C:2]1[NH:3][C:4](=[S:19])[C:5]2[N:11]=[C:10]([C:12]3[CH:17]=[CH:16][C:15]([F:18])=[CH:14][CH:13]=3)[CH:9]=[CH:8][C:6]=2[N:7]=1.[OH-].[Na+].[CH3:22]I. (3) Given the product [Cl:1][C:2]1[C:3]([C:10]2[CH:15]=[CH:14][C:13]([NH:16][C:29]([NH:28][C:19]3[CH:20]=[C:21]([C:24]([F:25])([F:27])[F:26])[CH:22]=[CH:23][C:18]=3[F:17])=[O:30])=[CH:12][CH:11]=2)=[C:4]([C:7]([NH2:9])=[O:8])[NH:5][CH:6]=1, predict the reactants needed to synthesize it. The reactants are: [Cl:1][C:2]1[C:3]([C:10]2[CH:15]=[CH:14][C:13]([NH2:16])=[CH:12][CH:11]=2)=[C:4]([C:7]([NH2:9])=[O:8])[NH:5][CH:6]=1.[F:17][C:18]1[CH:23]=[CH:22][C:21]([C:24]([F:27])([F:26])[F:25])=[CH:20][C:19]=1[N:28]=[C:29]=[O:30]. (4) Given the product [NH:1]1[C:7]2[CH:8]=[CH:9][CH:10]=[CH:11][C:6]=2[CH2:5][N:4]([C:22]([O:24][CH2:25][C:26]2[CH:31]=[CH:30][CH:29]=[CH:28][CH:27]=2)=[O:23])[CH2:3][CH2:2]1, predict the reactants needed to synthesize it. The reactants are: [NH:1]1[C:7]2[CH:8]=[CH:9][CH:10]=[CH:11][C:6]=2[CH2:5][NH:4][CH2:3][CH2:2]1.CCN(C(C)C)C(C)C.Cl[C:22]([O:24][CH2:25][C:26]1[CH:31]=[CH:30][CH:29]=[CH:28][CH:27]=1)=[O:23]. (5) Given the product [S:1]1([C:12]2[C:7](=[CH:8][CH:9]=[CH:10][CH:11]=2)[C:5](=[O:6])[NH:4]1)(=[O:2])=[O:3], predict the reactants needed to synthesize it. The reactants are: [S:1]1([C:12]2[C:7](=[CH:8][CH:9]=[CH:10][CH:11]=2)[C:5](=[O:6])[NH:4]1)(=[O:3])=[O:2].[Na].C[C@@]12CC[C@]3(C)C(=CC([C@H]4[C@@]3(C)CC[C@@H]3[C@]4(C)CC[C@H](O[C@H]4O[C@H](C([O-])=O)[C@@H](O)[C@H](O)[C@H]4O[C@@H]4O[C@H](C([O-])=O)[C@@H](O)[C@H](O)[C@H]4O)C3(C)C)=O)[C@@H]1C[C@](C(O)=O)(C)CC2.[Na+].[Na+].C[C@@H](NC([C@@H](N)CC(O)=O)=O)C(NC1C(C)(C)SC1(C)C)=O.C[C@@]12CC[C@]3(C)C(=CC([C@H]4[C@@]3(C)CC[C@@H]3[C@]4(C)CC[C@H](O[C@H]4O[C@H](C(O)=O)[C@@H](O)[C@H](O)[C@H]4O[C@@H]4O[C@H](C(O)=O)[C@@H](O)[C@H](O)[C@H]4O)C3(C)C)=O)[C@@H]1C[C@](C(O)=O)(C)CC2.C[C@]12[C@@H]3CC[C@@]4(O[C@@H]5O[C@H](CO)[C@@H](O)[C@H](O)[C@H]5O[C@@H]5O[C@H](CO)[C@@H](O)[C@H](O)[C@H]5O)C(C[C@@]3(C4)CC[C@@H]1[C@@](C(O[C@@H]1O[C@H](CO)[C@@H](O)[C@H](O)[C@H]1O)=O)(C)CCC2)=C.